From a dataset of Catalyst prediction with 721,799 reactions and 888 catalyst types from USPTO. Predict which catalyst facilitates the given reaction. (1) Reactant: [C:1]([N:4]1[C:13]2[C:8](=[CH:9][C:10]([C:14]3[CH:15]=[CH:16][C:17]([C:20]([OH:22])=O)=[N:18][CH:19]=3)=[CH:11][CH:12]=2)[C@H:7]([NH2:23])[CH2:6][C@@H:5]1[CH3:24])(=[O:3])[CH3:2].[NH:25]1[CH2:30][CH2:29][O:28][CH2:27][CH2:26]1.CN(C(ON1N=NC2C=CC=NC1=2)=[N+](C)C)C.F[P-](F)(F)(F)(F)F.CCN(C(C)C)C(C)C. Product: [NH2:23][C@H:7]1[C:8]2[C:13](=[CH:12][CH:11]=[C:10]([C:14]3[CH:19]=[N:18][C:17]([C:20]([N:25]4[CH2:30][CH2:29][O:28][CH2:27][CH2:26]4)=[O:22])=[CH:16][CH:15]=3)[CH:9]=2)[N:4]([C:1](=[O:3])[CH3:2])[C@@H:5]([CH3:24])[CH2:6]1. The catalyst class is: 3. (2) Reactant: [CH3:1][O:2][C:3]1[CH:4]=[C:5]([C:11]2[N:16]=[CH:15][C:14]([NH2:17])=[CH:13][CH:12]=2)[CH:6]=[CH:7][C:8]=1[O:9][CH3:10].C([O:20][CH:21]=[C:22]([C:28](OCC)=O)[C:23]([O:25][CH2:26][CH3:27])=[O:24])C. Product: [CH2:26]([O:25][C:23]([C:22]1[CH:28]=[N:17][C:14]2[C:15]([C:21]=1[OH:20])=[N:16][C:11]([C:5]1[CH:6]=[CH:7][C:8]([O:9][CH3:10])=[C:3]([O:2][CH3:1])[CH:4]=1)=[CH:12][CH:13]=2)=[O:24])[CH3:27]. The catalyst class is: 673.